This data is from Full USPTO retrosynthesis dataset with 1.9M reactions from patents (1976-2016). The task is: Predict the reactants needed to synthesize the given product. (1) The reactants are: [B:10]1([B:10]2[O:14][C:13]([CH3:16])([CH3:15])[C:12]([CH3:18])([CH3:17])[O:11]2)[O:14][C:13]([CH3:16])([CH3:15])[C:12]([CH3:18])([CH3:17])[O:11]1.C(C1C=C(C(C)C)C=C(C(C)C)C=1C1C=CC=CC=1P(C1CCCCC1)C1CCCCC1)(C)C.C([O-])(=O)C.[K+].[C:58]([O:61][CH2:62][C:63]1[C:68]([N:69]2[CH:78]=[CH:77][C:76]3[C:71](=[C:72]([F:83])[CH:73]=[C:74]([C:79]([CH3:82])([CH3:81])[CH3:80])[CH:75]=3)[C:70]2=[O:84])=[CH:67][CH:66]=[CH:65][C:64]=1Cl)(=[O:60])[CH3:59]. Given the product [C:58]([O:61][CH2:62][C:63]1[C:64]([B:10]2[O:11][C:12]([CH3:17])([CH3:18])[C:13]([CH3:15])([CH3:16])[O:14]2)=[CH:65][CH:66]=[CH:67][C:68]=1[N:69]1[CH:78]=[CH:77][C:76]2[C:71](=[C:72]([F:83])[CH:73]=[C:74]([C:79]([CH3:81])([CH3:80])[CH3:82])[CH:75]=2)[C:70]1=[O:84])(=[O:60])[CH3:59], predict the reactants needed to synthesize it. (2) Given the product [C:20]([O:23][C:24]([N:14]1[CH2:15][CH2:16][CH:11]2[N:10]3[C:9]4[C:8]([CH:12]2[CH2:13]1)=[CH:7][CH:6]=[CH:5][C:4]=4[NH:3][CH2:2][CH2:1]3)=[O:25])([CH3:22])([CH3:21])[CH3:19], predict the reactants needed to synthesize it. The reactants are: [CH2:1]1[N:10]2[CH:11]3[CH2:16][CH2:15][NH:14][CH2:13][CH:12]3[C:8]3[C:9]2=[C:4]([CH:5]=[CH:6][CH:7]=3)[NH:3][CH2:2]1.[OH-].[Na+].[CH3:19][C:20]([O:23][C:24](O[C:24]([O:23][C:20]([CH3:22])([CH3:21])[CH3:19])=[O:25])=[O:25])([CH3:22])[CH3:21].